This data is from HIV replication inhibition screening data with 41,000+ compounds from the AIDS Antiviral Screen. The task is: Binary Classification. Given a drug SMILES string, predict its activity (active/inactive) in a high-throughput screening assay against a specified biological target. The drug is COC(=O)CCNC(=O)OCc1ccccc1. The result is 0 (inactive).